This data is from Full USPTO retrosynthesis dataset with 1.9M reactions from patents (1976-2016). The task is: Predict the reactants needed to synthesize the given product. (1) Given the product [O:1]1[CH2:17][CH2:16][O:8][C:7]2[CH:6]=[CH:5][C:4]([CH2:9][C:10]([O:12][CH2:13][CH3:14])=[O:11])=[CH:3][C:2]1=2, predict the reactants needed to synthesize it. The reactants are: [OH:1][C:2]1[CH:3]=[C:4]([CH2:9][C:10]([O:12][CH2:13][CH3:14])=[O:11])[CH:5]=[CH:6][C:7]=1[OH:8].Br[CH2:16][CH2:17]Br.C(=O)([O-])[O-].[Cs+].[Cs+]. (2) The reactants are: [CH3:1][CH2:2][O:3][C:4]([CH2:6][C:7]([C:9]1[CH:14]=[CH:13][CH:12]=[CH:11][CH:10]=1)=[O:8])=[O:5].[CH2:15](OCC)C. Given the product [OH:8][C@:7]([C:9]1[CH:10]=[CH:11][CH:12]=[CH:13][CH:14]=1)([CH3:15])[CH2:6][C:4]([O:3][CH2:2][CH3:1])=[O:5], predict the reactants needed to synthesize it. (3) Given the product [Cl:1][C:2]1[C:11]2[C:6](=[CH:7][CH:8]=[C:9]([C:12]([NH2:27])=[O:13])[CH:10]=2)[N:5]=[C:4]([N:16]2[CH2:22][C:21]3[CH:23]=[CH:24][CH:25]=[CH:26][C:20]=3[S:19][CH2:18][CH2:17]2)[CH:3]=1, predict the reactants needed to synthesize it. The reactants are: [Cl:1][C:2]1[C:11]2[C:6](=[CH:7][CH:8]=[C:9]([C:12](OC)=[O:13])[CH:10]=2)[N:5]=[C:4]([N:16]2[CH2:22][C:21]3[CH:23]=[CH:24][CH:25]=[CH:26][C:20]=3[S:19][CH2:18][CH2:17]2)[CH:3]=1.[NH3:27]. (4) Given the product [OH:25][CH2:24][C@@H:23]([NH:22][C:2]1[CH:3]=[C:4]2[C:9](=[CH:10][C:11]=1[N+:12]([O-:14])=[O:13])[NH:8][C:7](=[O:15])[N:6]([NH:16][S:17]([CH3:20])(=[O:19])=[O:18])[C:5]2=[O:21])[CH2:26][C:27]1[N:28]=[CH:29][NH:30][CH:31]=1, predict the reactants needed to synthesize it. The reactants are: F[C:2]1[CH:3]=[C:4]2[C:9](=[CH:10][C:11]=1[N+:12]([O-:14])=[O:13])[NH:8][C:7](=[O:15])[N:6]([NH:16][S:17]([CH3:20])(=[O:19])=[O:18])[C:5]2=[O:21].[NH2:22][C@@H:23]([CH2:26][C:27]1[N:28]=[CH:29][NH:30][CH:31]=1)[CH2:24][OH:25]. (5) Given the product [F:1][C:2]([F:7])([F:6])[C:3]([OH:5])=[O:4].[CH3:36][O:35][C:32]1[CH:33]=[CH:34][C:29]([CH2:28][NH2:27])=[CH:30][CH:31]=1, predict the reactants needed to synthesize it. The reactants are: [F:1][C:2]([F:7])([F:6])[C:3]([OH:5])=[O:4].C(OC(=O)C1C(NC2C=CC(I)=CC=2F)=CC([NH:27][CH2:28][C:29]2[CH:34]=[CH:33][C:32]([O:35][CH3:36])=[CH:31][CH:30]=2)=NC=1)C.C([SiH](CC)CC)C. (6) Given the product [F:1][C:2]1[CH:27]=[CH:26][CH:25]=[CH:24][C:3]=1[CH2:4][N:5]1[C:9]2=[N:10][CH:11]=[CH:12][CH:13]=[C:8]2[C:7]([C:14]2[N:15]=[N:16][C:17]([CH:21]([CH3:23])[CH3:22])=[C:18]([NH2:33])[N:19]=2)=[N:6]1, predict the reactants needed to synthesize it. The reactants are: [F:1][C:2]1[CH:27]=[CH:26][CH:25]=[CH:24][C:3]=1[CH2:4][N:5]1[C:9]2=[N:10][CH:11]=[CH:12][CH:13]=[C:8]2[C:7]([C:14]2[N:15]=[N:16][C:17]([CH:21]([CH3:23])[CH3:22])=[C:18](O)[N:19]=2)=[N:6]1.P(Cl)(Cl)(Cl)=O.[NH3:33]. (7) Given the product [OH:11][C:8]1[CH:7]=[CH:6][C:3]([CH3:4])=[C:2]([OH:1])[C:9]=1[CH3:10], predict the reactants needed to synthesize it. The reactants are: [OH:1][C:2]1[C:9]([CH3:10])=[C:8]([OH:11])[CH:7]=[CH:6][C:3]=1[CH:4]=O.[H][H].C.